This data is from Forward reaction prediction with 1.9M reactions from USPTO patents (1976-2016). The task is: Predict the product of the given reaction. (1) Given the reactants C(O[C:4](=[N:6][C:7](=O)[C:8]1[CH:13]=[CH:12][C:11]([F:14])=[CH:10][CH:9]=1)[CH3:5])C.Cl.[CH3:17][S:18][C:19]1[CH:24]=[CH:23][C:22]([NH:25][NH2:26])=[CH:21][CH:20]=1.C(N(CC)CC)C.O, predict the reaction product. The product is: [F:14][C:11]1[CH:10]=[CH:9][C:8]([C:7]2[N:25]([C:22]3[CH:23]=[CH:24][C:19]([S:18][CH3:17])=[CH:20][CH:21]=3)[N:26]=[C:4]([CH3:5])[N:6]=2)=[CH:13][CH:12]=1. (2) Given the reactants [Cl:1][C:2]1[CH:10]=[C:9]([F:11])[C:8]([N+:12]([O-:14])=[O:13])=[CH:7][C:3]=1[C:4](O)=[O:5].S(Cl)([Cl:17])=O, predict the reaction product. The product is: [Cl:1][C:2]1[CH:10]=[C:9]([F:11])[C:8]([N+:12]([O-:14])=[O:13])=[CH:7][C:3]=1[C:4]([Cl:17])=[O:5]. (3) Given the reactants F[C:2]1[CH:3]=[N:4][CH:5]=[CH:6][C:7]=1[C:8]1[O:9][C:10]2[CH:16]=[CH:15][C:14]([C:17]([F:20])([F:19])[F:18])=[CH:13][C:11]=2[N:12]=1.C(=O)([O-])[O-].[K+].[K+].[CH3:27][N:28](C=O)[CH3:29].CNC, predict the reaction product. The product is: [CH3:27][N:28]([CH3:29])[C:2]1[CH:3]=[N:4][CH:5]=[CH:6][C:7]=1[C:8]1[O:9][C:10]2[CH:16]=[CH:15][C:14]([C:17]([F:20])([F:19])[F:18])=[CH:13][C:11]=2[N:12]=1. (4) Given the reactants O=[C:2]1[C:11]2[C:10]([C:12](OC)=[O:13])=[CH:9][CH:8]=[CH:7][C:6]=2[NH:5][CH:4]([C:16]2[CH:21]=[CH:20][CH:19]=[CH:18][N:17]=2)[CH:3]1[C:22]1[CH:27]=[CH:26][CH:25]=[CH:24][N:23]=1.O=C1C2C(C(OCC)=O)=CC=CC=2NC(C2C=CC=CN=2)C1C1C=CC=CN=1.O.[NH2:57][NH2:58], predict the reaction product. The product is: [N:17]1[CH:18]=[CH:19][CH:20]=[CH:21][C:16]=1[CH:4]1[NH:5][C:6]2[C:11]3[C:2](=[N:57][NH:58][C:12](=[O:13])[C:10]=3[CH:9]=[CH:8][CH:7]=2)[CH:3]1[C:22]1[CH:27]=[CH:26][CH:25]=[CH:24][N:23]=1. (5) Given the reactants C([O:3][C:4](=O)[CH2:5][O:6][C:7]1[CH:12]=[CH:11][CH:10]=[C:9]([C:13]([CH2:29][CH2:30][CH3:31])=[C:14]([C:22]2[CH:27]=[CH:26][C:25]([OH:28])=[CH:24][CH:23]=2)[C:15]2[CH:20]=[CH:19][C:18]([OH:21])=[CH:17][CH:16]=2)[CH:8]=1)C.[H-].[H-].[H-].[H-].[Li+].[Al+3], predict the reaction product. The product is: [OH:3][CH2:4][CH2:5][O:6][C:7]1[CH:8]=[C:9]([C:13]([CH2:29][CH2:30][CH3:31])=[C:14]([C:15]2[CH:16]=[CH:17][C:18]([OH:21])=[CH:19][CH:20]=2)[C:22]2[CH:27]=[CH:26][C:25]([OH:28])=[CH:24][CH:23]=2)[CH:10]=[CH:11][CH:12]=1. (6) Given the reactants [Cl:1][C:2]1[CH:3]=[C:4](B(O)O)[CH:5]=[CH:6][C:7]=1[O:8][CH:9]([CH3:11])[CH3:10].Cl[C:16]1[N:21]=[CH:20][C:19]([C:22]2[C:23]([CH2:30][CH3:31])=[C:24]([CH:27]=[CH:28][CH:29]=2)[CH:25]=[O:26])=[CH:18][N:17]=1.C(=O)([O-])[O-].[Cs+].[Cs+], predict the reaction product. The product is: [Cl:1][C:2]1[CH:3]=[C:4]([C:16]2[N:17]=[CH:18][C:19]([C:22]3[C:23]([CH2:30][CH3:31])=[C:24]([CH:27]=[CH:28][CH:29]=3)[CH:25]=[O:26])=[CH:20][N:21]=2)[CH:5]=[CH:6][C:7]=1[O:8][CH:9]([CH3:11])[CH3:10]. (7) The product is: [NH:6]1[C:14]2[C:9](=[CH:10][C:11]([NH:15][C:16]3[C:17]4[S:24][C:23]([C:25]5[CH:32]=[CH:31][C:28]([CH2:29][NH:1][CH2:2][CH2:3][CH2:4][OH:5])=[CH:27][CH:26]=5)=[CH:22][C:18]=4[N:19]=[CH:20][N:21]=3)=[CH:12][CH:13]=2)[CH:8]=[CH:7]1. Given the reactants [NH2:1][CH2:2][CH2:3][CH2:4][OH:5].[NH:6]1[C:14]2[C:9](=[CH:10][C:11]([NH:15][C:16]3[C:17]4[S:24][C:23]([C:25]5[CH:32]=[CH:31][C:28]([CH:29]=O)=[CH:27][CH:26]=5)=[CH:22][C:18]=4[N:19]=[CH:20][N:21]=3)=[CH:12][CH:13]=2)[CH:8]=[CH:7]1.Cl, predict the reaction product. (8) The product is: [CH2:19]([O:18][C:16](=[O:17])[CH:21]=[C:10]1[CH2:11][CH2:12][CH2:13][CH2:14][CH:9]1[C:5]1[CH:6]=[CH:7][CH:8]=[C:3]([O:2][CH3:1])[CH:4]=1)[CH3:20]. Given the reactants [CH3:1][O:2][C:3]1[CH:4]=[C:5]([CH:9]2[CH2:14][CH2:13][CH2:12][CH2:11][C:10]2=O)[CH:6]=[CH:7][CH:8]=1.[C:16]([CH:21]=P(C1C=CC=CC=1)(C1C=CC=CC=1)C1C=CC=CC=1)([O:18][CH2:19][CH3:20])=[O:17], predict the reaction product.